From a dataset of Peptide-MHC class I binding affinity with 185,985 pairs from IEDB/IMGT. Regression. Given a peptide amino acid sequence and an MHC pseudo amino acid sequence, predict their binding affinity value. This is MHC class I binding data. (1) The peptide sequence is AIGLAWIPY. The MHC is HLA-A03:01 with pseudo-sequence HLA-A03:01. The binding affinity (normalized) is 0.322. (2) The peptide sequence is KVASAGISY. The MHC is HLA-A31:01 with pseudo-sequence HLA-A31:01. The binding affinity (normalized) is 0.0847. (3) The binding affinity (normalized) is 0. The MHC is Patr-A0401 with pseudo-sequence Patr-A0401. The peptide sequence is AYISSEATTPV. (4) The peptide sequence is ITTHFQRKRR. The MHC is HLA-A03:01 with pseudo-sequence HLA-A03:01. The binding affinity (normalized) is 0.0889. (5) The peptide sequence is YEQVVMDYL. The MHC is HLA-B40:02 with pseudo-sequence HLA-B40:02. The binding affinity (normalized) is 0.685. (6) The peptide sequence is FTYTGGYDV. The MHC is HLA-A02:02 with pseudo-sequence HLA-A02:02. The binding affinity (normalized) is 0.334. (7) The peptide sequence is RAKGSRAIW. The MHC is HLA-B57:01 with pseudo-sequence HLA-B57:01. The binding affinity (normalized) is 0.524. (8) The peptide sequence is SLASIGTSF. The MHC is HLA-A30:01 with pseudo-sequence HLA-A30:01. The binding affinity (normalized) is 0.0847. (9) The peptide sequence is SENERGYYI. The MHC is HLA-B40:01 with pseudo-sequence HLA-B40:01. The binding affinity (normalized) is 0.240. (10) The peptide sequence is VSLVSNSFV. The MHC is H-2-Kb with pseudo-sequence H-2-Kb. The binding affinity (normalized) is 0.482.